Dataset: Full USPTO retrosynthesis dataset with 1.9M reactions from patents (1976-2016). Task: Predict the reactants needed to synthesize the given product. The reactants are: [Cl-].[O:2]=[C:3]1[C:12]2[C:7](=[CH:8][C:9]([CH2:13][CH2:14][CH:15]3[CH2:20][CH2:19][NH2+:18][CH2:17][CH2:16]3)=[CH:10][CH:11]=2)[CH2:6][CH2:5][O:4]1.[C:21]([C:23]1[C:28]([O:29][CH3:30])=[CH:27][C:26]([CH2:31][C:32](O)=[O:33])=[C:25]([F:35])[CH:24]=1)#[N:22]. Given the product [F:35][C:25]1[C:26]([CH2:31][C:32](=[O:33])[N:18]2[CH2:17][CH2:16][CH:15]([CH2:14][CH2:13][C:9]3[CH:8]=[C:7]4[C:12](=[CH:11][CH:10]=3)[C:3](=[O:2])[O:4][CH2:5][CH2:6]4)[CH2:20][CH2:19]2)=[CH:27][C:28]([O:29][CH3:30])=[C:23]([CH:24]=1)[C:21]#[N:22], predict the reactants needed to synthesize it.